From a dataset of Rat liver microsome stability data. Regression/Classification. Given a drug SMILES string, predict its absorption, distribution, metabolism, or excretion properties. Task type varies by dataset: regression for continuous measurements (e.g., permeability, clearance, half-life) or binary classification for categorical outcomes (e.g., BBB penetration, CYP inhibition). Dataset: rlm. (1) The molecule is COc1ccc(-n2c(C)c(C(C)=O)c3ccccc32)cc1. The result is 1 (stable in rat liver microsomes). (2) The molecule is CCOC(=O)C1CCN(C(=O)C(C)(C)NC(=O)Nc2ccc(-c3ccccc3)cc2)CC1. The result is 1 (stable in rat liver microsomes). (3) The drug is O=C(c1cnc2ccc(F)cc2c1N1CCC(c2ccccc2)CC1)N1CCN(C(=O)C2CC2)CC1. The result is 1 (stable in rat liver microsomes). (4) The molecule is C=CC(=O)NCc1coc(-c2c(N)ncnc2Nc2ccc(Oc3cccnc3)c(Cl)c2)n1. The result is 1 (stable in rat liver microsomes).